This data is from Full USPTO retrosynthesis dataset with 1.9M reactions from patents (1976-2016). The task is: Predict the reactants needed to synthesize the given product. (1) Given the product [CH2:1]([C@@H:5]1[CH2:6][C@H:7]([N:12]([CH:14]([CH3:15])[CH3:16])[CH3:13])[CH2:8][CH2:9][C@@H:10]1[NH:11][C:51](=[O:52])[C@H:49]([NH:48][C:41](=[O:42])[O:43][C:44]([CH3:46])([CH3:45])[CH3:47])[CH3:50])[CH2:2][CH2:3][CH3:4], predict the reactants needed to synthesize it. The reactants are: [CH2:1]([C@H:5]1[C@@H:10]([NH2:11])[CH2:9][CH2:8][C@@H:7]([N:12]([CH:14]([CH3:16])[CH3:15])[CH3:13])[CH2:6]1)[CH2:2][CH2:3][CH3:4].CN(C(ON1N=NC2C=CC=NC1=2)=[N+](C)C)C.F[P-](F)(F)(F)(F)F.[C:41]([NH:48][C@@H:49]([C:51](O)=[O:52])[CH3:50])([O:43][C:44]([CH3:47])([CH3:46])[CH3:45])=[O:42].C(N(CC)C(C)C)(C)C. (2) Given the product [Cl:9][C:7]1[C:5]([NH2:6])=[C:4]([F:10])[C:3]([F:11])=[CH:2][CH:8]=1, predict the reactants needed to synthesize it. The reactants are: Br[C:2]1[CH:8]=[C:7]([Cl:9])[C:5]([NH2:6])=[C:4]([F:10])[C:3]=1[F:11].[Li]CCCC. (3) Given the product [Cl:1][C:2]1[CH:3]=[CH:4][C:5]([N:8]2[C:12]([CH:13]3[CH2:14][CH2:15][CH2:16]3)=[C:11]([C:17]([OH:19])=[O:18])[CH:10]=[N:9]2)=[CH:6][CH:7]=1, predict the reactants needed to synthesize it. The reactants are: [Cl:1][C:2]1[CH:7]=[CH:6][C:5]([N:8]2[C:12]([CH:13]3[CH2:16][CH2:15][CH2:14]3)=[C:11]([C:17]([O:19]C)=[O:18])[CH:10]=[N:9]2)=[CH:4][CH:3]=1.O.[OH-].[Li+].O.Cl. (4) Given the product [CH2:10]([O:12][C:13](=[O:22])[C:14]1[CH:19]=[CH:18][C:17]([CH3:20])=[C:16]([O:21][CH2:24][O:25][CH3:26])[CH:15]=1)[CH3:11], predict the reactants needed to synthesize it. The reactants are: C(N(CC)C(C)C)(C)C.[CH2:10]([O:12][C:13](=[O:22])[C:14]1[CH:19]=[CH:18][C:17]([CH3:20])=[C:16]([OH:21])[CH:15]=1)[CH3:11].Cl[CH2:24][O:25][CH3:26]. (5) Given the product [NH2:1][C:2]1[C:10]2[C:5](=[CH:6][CH:7]=[CH:8][CH:9]=2)[C:4]([C:18]2[CH:25]=[CH:24][C:21]([C:22]#[N:23])=[CH:20][CH:19]=2)([C:11]2[CH:16]=[CH:15][CH:14]=[C:13]([C:32]3[C:27]([F:26])=[N:28][CH:29]=[CH:30][CH:31]=3)[CH:12]=2)[N:3]=1, predict the reactants needed to synthesize it. The reactants are: [NH2:1][C:2]1[C:10]2[C:5](=[CH:6][CH:7]=[CH:8][CH:9]=2)[C:4]([C:18]2[CH:25]=[CH:24][C:21]([C:22]#[N:23])=[CH:20][CH:19]=2)([C:11]2[CH:16]=[CH:15][CH:14]=[C:13](Br)[CH:12]=2)[N:3]=1.[F:26][C:27]1[C:32](B(O)O)=[CH:31][CH:30]=[CH:29][N:28]=1.C(=O)([O-])[O-].[K+].[K+].COC=COC. (6) Given the product [NH2:2][CH2:1][C:3]1[N:4]=[CH:5][C:6]([C:11]([NH:13][CH2:14][C:15]2[S:19][C:18]([CH3:20])=[N:17][CH:16]=2)=[O:12])=[N:7][C:8]=1[CH2:9][CH3:10], predict the reactants needed to synthesize it. The reactants are: [C:1]([C:3]1[N:4]=[CH:5][C:6]([C:11]([NH:13][CH2:14][C:15]2[S:19][C:18]([CH3:20])=[N:17][CH:16]=2)=[O:12])=[N:7][C:8]=1[CH2:9][CH3:10])#[N:2]. (7) Given the product [Br-:26].[CH3:1][CH:2]1[CH2:7][CH2:6][N:5]([CH:8]([C:20]2[CH:25]=[CH:24][CH:23]=[CH:22][CH:21]=2)[C:9]([O:11][C@@H:12]2[CH:17]3[CH2:18][CH2:19][N+:14]([CH2:27][C:28](=[O:29])[C:30]4[CH:35]=[CH:34][CH:33]=[CH:32][CH:31]=4)([CH2:15][CH2:16]3)[CH2:13]2)=[O:10])[CH2:4][CH2:3]1, predict the reactants needed to synthesize it. The reactants are: [CH3:1][CH:2]1[CH2:7][CH2:6][N:5]([CH:8]([C:20]2[CH:25]=[CH:24][CH:23]=[CH:22][CH:21]=2)[C:9]([O:11][C@@H:12]2[CH:17]3[CH2:18][CH2:19][N:14]([CH2:15][CH2:16]3)[CH2:13]2)=[O:10])[CH2:4][CH2:3]1.[Br:26][CH2:27][C:28]([C:30]1[CH:35]=[CH:34][CH:33]=[CH:32][CH:31]=1)=[O:29]. (8) Given the product [Br:1][C:2]1[C:7](=[O:8])[N:6]([CH2:9][C:10]([NH:12][CH2:13][C:14]2[CH:15]=[CH:16][N+:17]([O-:39])=[CH:18][CH:19]=2)=[O:11])[N:5]=[CH:4][C:3]=1[NH:20][C@@H:21]1[CH2:26][C@@H:25]2[CH2:27][C@@H:23]([C:24]2([CH3:29])[CH3:28])[C@H:22]1[CH3:30], predict the reactants needed to synthesize it. The reactants are: [Br:1][C:2]1[C:7](=[O:8])[N:6]([CH2:9][C:10]([NH:12][CH2:13][C:14]2[CH:19]=[CH:18][N:17]=[CH:16][CH:15]=2)=[O:11])[N:5]=[CH:4][C:3]=1[NH:20][C@@H:21]1[CH2:26][C@@H:25]2[CH2:27][C@@H:23]([C:24]2([CH3:29])[CH3:28])[C@H:22]1[CH3:30].ClC1C=CC=C(C(OO)=[O:39])C=1. (9) Given the product [C:1]([O:5][C:6](=[O:17])[CH2:7][CH2:8][CH2:9][N:10]([C:28](=[O:29])[C@H:27]([NH:26][C:21]1[CH:22]=[CH:23][C:24]([Cl:25])=[C:19]([Cl:18])[CH:20]=1)[CH3:31])[CH2:11][CH:12]([O:13][CH3:14])[O:15][CH3:16])([CH3:3])([CH3:4])[CH3:2], predict the reactants needed to synthesize it. The reactants are: [C:1]([O:5][C:6](=[O:17])[CH2:7][CH2:8][CH2:9][NH:10][CH2:11][CH:12]([O:15][CH3:16])[O:13][CH3:14])([CH3:4])([CH3:3])[CH3:2].[Cl:18][C:19]1[CH:20]=[C:21]([NH:26][C@H:27]([CH3:31])[C:28](O)=[O:29])[CH:22]=[CH:23][C:24]=1[Cl:25].C(N(CC)CC)C.CN(C(ON1N=NC2C=CC=NC1=2)=[N+](C)C)C.F[P-](F)(F)(F)(F)F.OS([O-])(=O)=O.[K+].